This data is from NCI-60 drug combinations with 297,098 pairs across 59 cell lines. The task is: Regression. Given two drug SMILES strings and cell line genomic features, predict the synergy score measuring deviation from expected non-interaction effect. Drug 1: C1=C(C(=O)NC(=O)N1)F. Drug 2: C1C(C(OC1N2C=C(C(=O)NC2=O)F)CO)O. Cell line: SF-295. Synergy scores: CSS=42.3, Synergy_ZIP=-12.2, Synergy_Bliss=-9.42, Synergy_Loewe=-2.62, Synergy_HSA=-0.771.